From a dataset of Ames mutagenicity test results for genotoxicity prediction. Regression/Classification. Given a drug SMILES string, predict its toxicity properties. Task type varies by dataset: regression for continuous values (e.g., LD50, hERG inhibition percentage) or binary classification for toxic/non-toxic outcomes (e.g., AMES mutagenicity, cardiotoxicity, hepatotoxicity). Dataset: ames. The compound is CCc1c2c(cc3ccccc13)-c1ccccc1C1OC21. The result is 1 (mutagenic).